From a dataset of Catalyst prediction with 721,799 reactions and 888 catalyst types from USPTO. Predict which catalyst facilitates the given reaction. (1) Reactant: Br[CH2:2][CH2:3][CH:4]1C[C:8]2[CH:10]=[CH:11][CH:12]=[CH:13][C:7]=2[N:6]([C:14]2[CH:19]=[CH:18][CH:17]=[CH:16][CH:15]=2)[S:5]1(=[O:21])=[O:20].[C:22]([N:29]1[CH2:35][CH2:34][CH2:33][NH:32][CH2:31][CH2:30]1)([O:24][C:25]([CH3:28])([CH3:27])[CH3:26])=[O:23].CCN(C(C)C)C(C)C.CN(C)C=[O:48]. The catalyst class is: 4. Product: [O:20]=[S:5]1(=[O:21])[CH:4]([CH2:3][CH2:2][N:32]2[CH2:33][CH2:34][CH2:35][N:29]([C:22]([O:24][C:25]([CH3:28])([CH3:27])[CH3:26])=[O:23])[CH2:30][CH2:31]2)[O:48][C:8]2[CH:10]=[CH:11][CH:12]=[CH:13][C:7]=2[N:6]1[C:14]1[CH:19]=[CH:18][CH:17]=[CH:16][CH:15]=1. (2) Reactant: Br[CH2:2][C:3]([C:5]1[C:6](=[O:26])[O:7][C:8]2[C:13]([CH:14]=1)=[CH:12][CH:11]=[C:10]([O:15][CH2:16][CH2:17][NH:18][C:19](=[O:25])[O:20][C:21]([CH3:24])([CH3:23])[CH3:22])[CH:9]=2)=O.[CH3:27][C:28]1[C:29]([NH2:35])=[N:30][CH:31]=[C:32]([CH3:34])[N:33]=1. Product: [CH3:34][C:32]1[N:33]=[C:28]([CH3:27])[C:29]2[N:30]([CH:2]=[C:3]([C:5]3[C:6](=[O:26])[O:7][C:8]4[C:13]([CH:14]=3)=[CH:12][CH:11]=[C:10]([O:15][CH2:16][CH2:17][NH:18][C:19](=[O:25])[O:20][C:21]([CH3:24])([CH3:23])[CH3:22])[CH:9]=4)[N:35]=2)[CH:31]=1. The catalyst class is: 23. (3) Reactant: [Br:1][C:2]1[CH:3]=[C:4]2[C:9](=[CH:10][CH:11]=1)[N:8]=[C:7]([C:12]([OH:14])=O)[CH:6]=[CH:5]2.[CH3:15][N:16](C=O)[CH3:17].C(Cl)(=O)C(Cl)=O. The catalyst class is: 2. Product: [Br:1][C:2]1[CH:3]=[C:4]2[C:9](=[CH:10][CH:11]=1)[N:8]=[C:7]([C:12]([N:16]([CH3:17])[CH3:15])=[O:14])[CH:6]=[CH:5]2. (4) Reactant: [NH2:1][C:2]1[C:3]([C:24]2[CH:33]=[CH:32][C:27]([C:28]([O:30][CH3:31])=[O:29])=[CH:26][CH:25]=2)=[N:4][CH:5]=[N:6][C:7]=1[NH:8][C@H:9]1[CH2:12][C@H:11]([NH:13][C:14]2[N:23]=[CH:22][C:21]3[C:16](=[CH:17][CH:18]=[CH:19][CH:20]=3)[N:15]=2)[CH2:10]1.C(N(CC)CC)C.[F:41][C:42]([F:53])([F:52])[C:43](O[C:43](=O)[C:42]([F:53])([F:52])[F:41])=O. Product: [N:15]1[C:16]2[C:21](=[CH:20][CH:19]=[CH:18][CH:17]=2)[CH:22]=[N:23][C:14]=1[NH:13][C@H:11]1[CH2:12][C@H:9]([N:8]2[C:43]([C:42]([F:53])([F:52])[F:41])=[N:1][C:2]3[C:7]2=[N:6][CH:5]=[N:4][C:3]=3[C:24]2[CH:33]=[CH:32][C:27]([C:28]([O:30][CH3:31])=[O:29])=[CH:26][CH:25]=2)[CH2:10]1. The catalyst class is: 7. (5) Reactant: [CH:1]1[C:14]2[C:5](=[CH:6][C:7]3[C:12]([C:13]=2[CH:15]=[O:16])=[CH:11][CH:10]=[CH:9][CH:8]=3)[CH:4]=[CH:3][CH:2]=1.[C:17]([C:20]1[C:21]2[C:26]([CH:27]=[C:28]3[C:33]=1[CH:32]=[CH:31][CH:30]=[CH:29]3)=[CH:25][CH:24]=[CH:23][CH:22]=2)(=O)[CH3:18].CO[Na].CO. Product: [CH:11]1[C:12]2[C:7](=[CH:6][C:5]3[C:14]([C:13]=2[C:15](=[O:16])[CH:18]=[CH:17][C:20]2[C:33]4[C:28]([CH:27]=[C:26]5[C:21]=2[CH:22]=[CH:23][CH:24]=[CH:25]5)=[CH:29][CH:30]=[CH:31][CH:32]=4)=[CH:1][CH:2]=[CH:3][CH:4]=3)[CH:8]=[CH:9][CH:10]=1. The catalyst class is: 3. (6) Reactant: Br[C:2]1[CH:3]=[C:4]([C:8]2[N:9]=[C:10]([CH2:27][CH3:28])[S:11][C:12]=2C2C=CN=C(NC(OC(C)(C)C)=O)C=2)[CH:5]=[CH:6][CH:7]=1.CCCCCC.C([Li])CCC. Product: [CH2:27]([C:10]1[S:11][CH:12]=[C:8]([C:4]2[CH:5]=[CH:6][CH:7]=[CH:2][CH:3]=2)[N:9]=1)[CH3:28]. The catalyst class is: 7. (7) Reactant: [CH3:1][O:2][C:3]1[CH:11]=[C:10]([C:12]([F:15])([F:14])[F:13])[CH:9]=[C:8]([S:16][CH3:17])[C:4]=1[C:5]([OH:7])=O.C(N(CC)C(C)C)(C)C.F[P-](F)(F)(F)(F)F.N1(OC(N(C)C)=[N+](C)C)C2N=CC=CC=2N=N1.[O:51]1[C:55]2([CH2:60][CH2:59][O:58][CH2:57][CH:56]2[NH2:61])[O:54][CH2:53][CH2:52]1. Product: [CH3:1][O:2][C:3]1[CH:11]=[C:10]([C:12]([F:15])([F:14])[F:13])[CH:9]=[C:8]([S:16][CH3:17])[C:4]=1[C:5]([NH:61][CH:56]1[CH2:57][O:58][CH2:59][CH2:60][C:55]21[O:54][CH2:53][CH2:52][O:51]2)=[O:7]. The catalyst class is: 9.